This data is from Reaction yield outcomes from USPTO patents with 853,638 reactions. The task is: Predict the reaction yield, written as a fraction of the theoretical maximum amount of product (1.0 means a 100% yield; for example, 0.34 means a 34% yield). (1) The reactants are BrC1C=CC(O)=CC=1C.[Br:10][C:11]1[C:25]([CH3:26])=[CH:24][C:14]([O:15][CH2:16][O:17][CH2:18][CH2:19][Si:20]([CH3:23])([CH3:22])[CH3:21])=[C:13](OC)[CH:12]=1. No catalyst specified. The product is [Br:10][C:11]1[CH:12]=[CH:13][C:14]([O:15][CH2:16][O:17][CH2:18][CH2:19][Si:20]([CH3:21])([CH3:22])[CH3:23])=[CH:24][C:25]=1[CH3:26]. The yield is 0.860. (2) The reactants are [CH3:1][C:2]([C:5]1[CH:6]=[CH:7][C:8]([S:11]([NH:14][C:15]2[C:16]([O:31][C:32]3[CH:33]=[CH:34][CH:35]=[CH:36][C:37]=3[O:38][CH3:39])=[C:17]([O:27][CH2:28][CH2:29][OH:30])[N:18]=[C:19]([C:21]3[N:22]=[CH:23][CH:24]=[CH:25][N:26]=3)[N:20]=2)(=[O:13])=[O:12])=[CH:9][CH:10]=1)([CH3:4])[CH3:3].[C:40]([OH:52])(=[O:51])[CH2:41][C:42]([CH2:47][C:48]([OH:50])=[O:49])([C:44]([OH:46])=[O:45])[OH:43]. The catalyst is C(#N)C. The product is [CH3:4][C:2]([C:5]1[CH:10]=[CH:9][C:8]([S:11]([NH:14][C:15]2[C:16]([O:31][C:32]3[CH:33]=[CH:34][CH:35]=[CH:36][C:37]=3[O:38][CH3:39])=[C:17]([O:27][CH2:28][CH2:29][OH:30])[N:18]=[C:19]([C:21]3[N:26]=[CH:25][CH:24]=[CH:23][N:22]=3)[N:20]=2)(=[O:12])=[O:13])=[CH:7][CH:6]=1)([CH3:1])[CH3:3].[C:40]([O-:52])(=[O:51])[CH2:41][C:42]([CH2:47][C:48]([O-:50])=[O:49])([C:44]([O-:46])=[O:45])[OH:43]. The yield is 0.990.